Dataset: Human liver microsome stability data. Task: Regression/Classification. Given a drug SMILES string, predict its absorption, distribution, metabolism, or excretion properties. Task type varies by dataset: regression for continuous measurements (e.g., permeability, clearance, half-life) or binary classification for categorical outcomes (e.g., BBB penetration, CYP inhibition). Dataset: hlm. (1) The drug is CC(C)C(=NC1CCN(Cc2ccccc2)CC1)Nc1ccnc2cc(Cl)ccc12. The result is 1 (stable in human liver microsomes). (2) The molecule is Cc1ccncc1-c1ccc(CN)s1. The result is 1 (stable in human liver microsomes). (3) The drug is Cc1ccc(-c2nc3ccccc3s2)cc1NC(=O)c1cnccc1Cl. The result is 0 (unstable in human liver microsomes). (4) The molecule is CC(=O)NCC(=O)N1C[C@H](NC(=O)c2ccccc2)C[C@H]1C(=O)O. The result is 0 (unstable in human liver microsomes). (5) The compound is Cc1ccc(-c2cc(-c3ccc(S(C)(=O)=O)cc3)cnc2N)cc1C(F)(F)F. The result is 0 (unstable in human liver microsomes). (6) The molecule is CN(C)CCNC(=O)c1ccc2c(c1)CC(c1nc(O)c3cc(-c4cn[nH]c4)ccc3n1)CO2. The result is 0 (unstable in human liver microsomes). (7) The drug is CC(=O)O[C@@]12CO[C@@H]1C[C@H](O)[C@@]1(C)C(=O)[C@H](O)C3=C(C)[C@@H](OC(=O)[C@H](O)[C@@H](NC(=O)OC(C)(C)C(F)F)c4ccc(F)cc4)C[C@@](O)([C@@H](CC(=O)c4ccccc4)[C@H]21)C3(C)C. The result is 0 (unstable in human liver microsomes). (8) The compound is Nc1ncccc1-c1cc(Cc2ccc(Oc3cccc(F)n3)cc2)no1. The result is 0 (unstable in human liver microsomes). (9) The compound is O=C(CCCCCNC(=O)NC(=O)c1ccc(Br)cc1)NO. The result is 0 (unstable in human liver microsomes). (10) The compound is N#Cc1ccccc1Cn1c(N2CCC[C@@H](N)C2)nc2ccc(Br)cc2c1=O. The result is 0 (unstable in human liver microsomes).